From a dataset of Peptide-MHC class I binding affinity with 185,985 pairs from IEDB/IMGT. Regression. Given a peptide amino acid sequence and an MHC pseudo amino acid sequence, predict their binding affinity value. This is MHC class I binding data. (1) The peptide sequence is RRLTARGII. The MHC is Mamu-B03 with pseudo-sequence Mamu-B03. The binding affinity (normalized) is 0.563. (2) The peptide sequence is MLASIDLKY. The MHC is HLA-A26:01 with pseudo-sequence HLA-A26:01. The binding affinity (normalized) is 0.363. (3) The binding affinity (normalized) is 0.440. The MHC is HLA-A11:01 with pseudo-sequence HLA-A11:01. The peptide sequence is AKIALAVYK. (4) The peptide sequence is YYKKDNAYY. The MHC is HLA-A26:01 with pseudo-sequence HLA-A26:01. The binding affinity (normalized) is 0.0283. (5) The peptide sequence is ITDAAVAVAA. The MHC is HLA-A02:01 with pseudo-sequence HLA-A02:01. The binding affinity (normalized) is 0.188.